From a dataset of Forward reaction prediction with 1.9M reactions from USPTO patents (1976-2016). Predict the product of the given reaction. (1) Given the reactants [O:1]1[CH2:6][CH2:5][CH2:4][CH2:3][CH:2]1[O:7][NH:8][C:9]([C:11]1[CH:12]=[C:13]2[C:18](=[CH:19][CH:20]=1)[CH2:17][NH:16][CH2:15][CH2:14]2)=[O:10].[CH:21]1[CH:26]=[C:25]2[C:27]([CH2:30][C:31](O)=[O:32])=[CH:28][NH:29][C:24]2=[CH:23][CH:22]=1.C1C=CC2N(O)N=NC=2C=1.CCN(CC)CC, predict the reaction product. The product is: [NH:29]1[C:24]2[C:25](=[CH:26][CH:21]=[CH:22][CH:23]=2)[C:27]([CH2:30][C:31]([N:16]2[CH2:15][CH2:14][C:13]3[C:18](=[CH:19][CH:20]=[C:11]([C:9]([NH:8][O:7][CH:2]4[CH2:3][CH2:4][CH2:5][CH2:6][O:1]4)=[O:10])[CH:12]=3)[CH2:17]2)=[O:32])=[CH:28]1. (2) Given the reactants CC(NC)CC1C=C[C:7]2[O:10]CCOC=2C=1.[CH:16]1([OH:22])[CH2:21][CH2:20]CCC1.[CH2:23]([OH:35])[CH2:24][CH2:25]CCCCCCCCC.C[O:37][C:38]([O:53][CH3:54])([C:47]1[CH:52]=CC=C[CH:48]=1)C(C1C=CC=CC=1)=O, predict the reaction product. The product is: [CH3:52][C:47]([C:38]([O:53][CH2:54][CH2:7][O:10][C:16]([C:21]([CH3:20])=[CH2:23])=[O:22])=[O:37])=[CH2:48].[CH3:52][C:47]([C:38]([O:53][CH2:25][CH:24]1[O:35][CH2:23]1)=[O:37])=[CH2:48].